Dataset: NCI-60 drug combinations with 297,098 pairs across 59 cell lines. Task: Regression. Given two drug SMILES strings and cell line genomic features, predict the synergy score measuring deviation from expected non-interaction effect. Drug 1: CC1C(C(CC(O1)OC2CC(OC(C2O)C)OC3=CC4=CC5=C(C(=O)C(C(C5)C(C(=O)C(C(C)O)O)OC)OC6CC(C(C(O6)C)O)OC7CC(C(C(O7)C)O)OC8CC(C(C(O8)C)O)(C)O)C(=C4C(=C3C)O)O)O)O. Drug 2: C1C(C(OC1N2C=NC3=C2NC=NCC3O)CO)O. Cell line: MOLT-4. Synergy scores: CSS=40.5, Synergy_ZIP=1.63, Synergy_Bliss=2.86, Synergy_Loewe=-23.1, Synergy_HSA=-1.40.